From a dataset of Peptide-MHC class I binding affinity with 185,985 pairs from IEDB/IMGT. Regression. Given a peptide amino acid sequence and an MHC pseudo amino acid sequence, predict their binding affinity value. This is MHC class I binding data. (1) The peptide sequence is IPRRNVATL. The MHC is HLA-A68:02 with pseudo-sequence HLA-A68:02. The binding affinity (normalized) is 0.0105. (2) The peptide sequence is QTEENLLDF. The MHC is HLA-B15:01 with pseudo-sequence HLA-B15:01. The binding affinity (normalized) is 0.213. (3) The peptide sequence is DRPKQAWCWF. The MHC is Mamu-B17 with pseudo-sequence Mamu-B17. The binding affinity (normalized) is 0.243. (4) The peptide sequence is ILAIIFLVL. The MHC is HLA-A02:01 with pseudo-sequence HLA-A02:01. The binding affinity (normalized) is 0.550. (5) The peptide sequence is RYFTVAFLF. The MHC is SLA-30401 with pseudo-sequence SLA-30401. The binding affinity (normalized) is 0.0847.